Dataset: Reaction yield outcomes from USPTO patents with 853,638 reactions. Task: Predict the reaction yield, written as a fraction of the theoretical maximum amount of product (1.0 means a 100% yield; for example, 0.34 means a 34% yield). The reactants are [CH3:1][CH:2]1[CH2:7][CH2:6][CH2:5][N:4]([C:8]2[CH:9]=[CH:10][C:11]3[CH2:12][N:13](C(OC(C)(C)C)=O)[CH2:14][CH2:15][O:16][C:17]=3[N:18]=2)[CH2:3]1.Cl.C(OCC)(=O)C. No catalyst specified. The product is [CH3:1][CH:2]1[CH2:7][CH2:6][CH2:5][N:4]([C:8]2[CH:9]=[CH:10][C:11]3[CH2:12][NH:13][CH2:14][CH2:15][O:16][C:17]=3[N:18]=2)[CH2:3]1. The yield is 0.670.